Task: Predict the product of the given reaction.. Dataset: Forward reaction prediction with 1.9M reactions from USPTO patents (1976-2016) (1) Given the reactants Cl[C:2]1[CH:17]=[C:6]2[C:7]3[C:12]([CH2:13][CH2:14][N:5]2[C:4](=[O:18])[N:3]=1)=[CH:11][C:10]([O:15][CH3:16])=[CH:9][CH:8]=3.[CH3:19][O:20][C:21]1[CH:22]=[C:23]([CH:25]=[CH:26][CH:27]=1)[NH2:24], predict the reaction product. The product is: [CH3:19][O:20][C:21]1[CH:22]=[C:23]([NH:24][C:2]2[CH:17]=[C:6]3[C:7]4[C:12]([CH2:13][CH2:14][N:5]3[C:4](=[O:18])[N:3]=2)=[CH:11][C:10]([O:15][CH3:16])=[CH:9][CH:8]=4)[CH:25]=[CH:26][CH:27]=1. (2) Given the reactants [NH2:1][C:2]1[C:7]([CH3:8])=[CH:6][C:5]([C:9]([OH:18])([C:14]([F:17])([F:16])[F:15])[C:10]([F:13])([F:12])[F:11])=[CH:4][C:3]=1[CH3:19].N1C=CC=CC=1.[N+:26]([C:29]1[CH:30]=[C:31]([CH:35]=[CH:36][CH:37]=1)[C:32](Cl)=[O:33])([O-:28])=[O:27].O, predict the reaction product. The product is: [F:17][C:14]([F:15])([F:16])[C:9]([C:5]1[CH:6]=[C:7]([CH3:8])[C:2]([NH:1][C:32](=[O:33])[C:31]2[CH:35]=[CH:36][CH:37]=[C:29]([N+:26]([O-:28])=[O:27])[CH:30]=2)=[C:3]([CH3:19])[CH:4]=1)([OH:18])[C:10]([F:11])([F:12])[F:13].